This data is from Catalyst prediction with 721,799 reactions and 888 catalyst types from USPTO. The task is: Predict which catalyst facilitates the given reaction. (1) Reactant: [Cl:1][C:2]1[CH:28]=[CH:27][CH:26]=[C:25]([Cl:29])[C:3]=1[C:4]([NH:6][C:7]1[N:12]=[CH:11][N:10]=[C:9]([NH:13][C:14]2[CH:24]=[CH:23][C:17]([C:18]([O:20]CC)=[O:19])=[CH:16][CH:15]=2)[CH:8]=1)=[O:5].[Li+].[OH-]. Product: [Cl:1][C:2]1[CH:28]=[CH:27][CH:26]=[C:25]([Cl:29])[C:3]=1[C:4]([NH:6][C:7]1[N:12]=[CH:11][N:10]=[C:9]([NH:13][C:14]2[CH:24]=[CH:23][C:17]([C:18]([OH:20])=[O:19])=[CH:16][CH:15]=2)[CH:8]=1)=[O:5]. The catalyst class is: 1. (2) Reactant: [NH2:1][C:2]([CH3:19])([CH2:10][C:11]1[CH:16]=[CH:15][C:14]([O:17]C)=[CH:13][CH:12]=1)[C:3]([O:5]C(C)(C)C)=[O:4].B(Br)(Br)Br.C([O-])(O)=O.[Na+]. Product: [CH3:19][C@@:2]([NH2:1])([C:3]([OH:5])=[O:4])[CH2:10][C:11]1[CH:16]=[CH:15][C:14]([OH:17])=[CH:13][CH:12]=1. The catalyst class is: 2. (3) Reactant: [Cl:1][C:2]1[CH:32]=[CH:31][CH:30]=[C:29]([F:33])[C:3]=1[CH2:4][C@@H:5]([CH2:26][CH:27]=C)[C:6]([N:8]1[C@@H:12]([C:13]2[CH:18]=[CH:17][CH:16]=[CH:15][CH:14]=2)[C@@H:11]([C:19]2[CH:24]=[CH:23][CH:22]=[CH:21][CH:20]=2)[O:10][C:9]1=[O:25])=[O:7].[O:34]=[O+][O-].N#N.S(C)C. The catalyst class is: 2. Product: [Cl:1][C:2]1[CH:32]=[CH:31][CH:30]=[C:29]([F:33])[C:3]=1[CH2:4][C@H:5]([C:6](=[O:7])[N:8]1[C@@H:12]([C:13]2[CH:14]=[CH:15][CH:16]=[CH:17][CH:18]=2)[C@@H:11]([C:19]2[CH:24]=[CH:23][CH:22]=[CH:21][CH:20]=2)[O:10][C:9]1=[O:25])[CH2:26][CH:27]=[O:34]. (4) Reactant: [C:1]1([C:19]2[CH:24]=[CH:23][CH:22]=[CH:21][CH:20]=2)[CH:6]=[CH:5][C:4]([C:7]([S:9][C:10]2[CH:18]=[CH:17][CH:16]=[CH:15][C:11]=2[C:12](O)=[O:13])=O)=[CH:3][CH:2]=1.C([N:27](CC)CC)C.ClC(OCC)=O.[N-]=[N+]=[N-].[Na+].C(P(CCCC)CCCC)CCC. Product: [C:1]1([C:19]2[CH:24]=[CH:23][CH:22]=[CH:21][CH:20]=2)[CH:6]=[CH:5][C:4]([C:7]2[S:9][C:10]3[CH:18]=[CH:17][CH:16]=[CH:15][C:11]=3[C:12](=[O:13])[N:27]=2)=[CH:3][CH:2]=1. The catalyst class is: 95.